Predict the product of the given reaction. From a dataset of Forward reaction prediction with 1.9M reactions from USPTO patents (1976-2016). (1) Given the reactants [F:1][C:2]1[CH:7]=[C:6]([C:8]2[CH:13]=[CH:12][N:11]=[C:10]3[NH:14][C:15]([C:17]4[CH:18]=[N:19][N:20]([CH3:22])[CH:21]=4)=[N:16][C:9]=23)[CH:5]=[CH:4][C:3]=1[CH2:23][NH2:24].[C:25]([C:29]1[CH:30]=[CH:31][C:32]([C:35](O)=[O:36])=[N:33][CH:34]=1)([CH3:28])([CH3:27])[CH3:26].CN(C(ON1N=NC2C=CC=NC1=2)=[N+](C)C)C.F[P-](F)(F)(F)(F)F.CCN(C(C)C)C(C)C, predict the reaction product. The product is: [C:25]([C:29]1[CH:30]=[CH:31][C:32]([C:35]([NH:24][CH2:23][C:3]2[CH:4]=[CH:5][C:6]([C:8]3[CH:13]=[CH:12][N:11]=[C:10]4[NH:14][C:15]([C:17]5[CH:18]=[N:19][N:20]([CH3:22])[CH:21]=5)=[N:16][C:9]=34)=[CH:7][C:2]=2[F:1])=[O:36])=[N:33][CH:34]=1)([CH3:28])([CH3:26])[CH3:27]. (2) Given the reactants [C:1]([O:5][C:6]([N:8]1[CH2:13][CH2:12][C@H:11]([NH:14][C:15]([C:17]2[NH:18][C:19]([CH3:24])=[C:20]([Cl:23])[C:21]=2[Cl:22])=[O:16])[C@H:10]([CH2:25]OS(C2C=CC(C)=CC=2)(=O)=O)[CH2:9]1)=[O:7])([CH3:4])([CH3:3])[CH3:2].[CH3:37][NH2:38], predict the reaction product. The product is: [C:1]([O:5][C:6]([N:8]1[CH2:13][CH2:12][C@H:11]([NH:14][C:15]([C:17]2[NH:18][C:19]([CH3:24])=[C:20]([Cl:23])[C:21]=2[Cl:22])=[O:16])[C@H:10]([CH2:25][NH:38][CH3:37])[CH2:9]1)=[O:7])([CH3:4])([CH3:3])[CH3:2]. (3) Given the reactants [N:1]1[CH:6]=[CH:5][CH:4]=[C:3]([NH:7][C:8](=[O:15])OCC(Cl)(Cl)Cl)[CH:2]=1.[Cl:16][C:17]1[CH:22]=[C:21]([Cl:23])[CH:20]=[CH:19][C:18]=1[C:24]1[N:25]=[C:26]([N:29]2[CH2:34][CH2:33][NH:32][CH2:31][CH2:30]2)[S:27][CH:28]=1.C(N(C(C)C)CC)(C)C.O, predict the reaction product. The product is: [Cl:16][C:17]1[CH:22]=[C:21]([Cl:23])[CH:20]=[CH:19][C:18]=1[C:24]1[N:25]=[C:26]([N:29]2[CH2:30][CH2:31][N:32]([C:8]([NH:7][C:3]3[CH:2]=[N:1][CH:6]=[CH:5][CH:4]=3)=[O:15])[CH2:33][CH2:34]2)[S:27][CH:28]=1. (4) The product is: [CH2:12]([O:11][C:9](=[O:10])[C:7]1[CH:8]=[C:3]([C:1]#[N:2])[C:4]([N:16]2[CH2:21][CH2:20][CH:19]([C:22](=[O:24])[NH:36][S:33]([CH2:32][C:28]3[CH:29]=[CH:30][CH:31]=[C:26]([F:25])[CH:27]=3)(=[O:35])=[O:34])[CH2:18][CH2:17]2)=[N:5][C:6]=1[O:14][CH3:15])[CH3:13]. Given the reactants [C:1]([C:3]1[C:4]([N:16]2[CH2:21][CH2:20][CH:19]([C:22]([OH:24])=O)[CH2:18][CH2:17]2)=[N:5][C:6]([O:14][CH3:15])=[C:7]([C:9]([O:11][CH2:12][CH3:13])=[O:10])[CH:8]=1)#[N:2].[F:25][C:26]1[CH:27]=[C:28]([CH2:32][S:33]([NH2:36])(=[O:35])=[O:34])[CH:29]=[CH:30][CH:31]=1, predict the reaction product. (5) Given the reactants [F:1][C:2]([F:7])([F:6])[C:3]([OH:5])=[O:4].C[O:9][C:10]1[CH:11]=[C:12]([C:16]2[CH:21]=[CH:20][CH:19]=[C:18]([S:22]([C:25]3[CH:26]=[C:27]([C:32]([NH2:34])=[NH:33])[S:28][C:29]=3[S:30][CH3:31])(=[O:24])=[O:23])[CH:17]=2)[CH:13]=[CH:14][CH:15]=1.B(Br)(Br)Br, predict the reaction product. The product is: [F:1][C:2]([F:7])([F:6])[C:3]([OH:5])=[O:4].[OH:9][C:10]1[CH:11]=[C:12]([C:16]2[CH:21]=[CH:20][CH:19]=[C:18]([S:22]([C:25]3[CH:26]=[C:27]([C:32]([NH2:34])=[NH:33])[S:28][C:29]=3[S:30][CH3:31])(=[O:24])=[O:23])[CH:17]=2)[CH:13]=[CH:14][CH:15]=1. (6) Given the reactants [C:1]([O:5][C@@H:6]([C:11]1[C:40]([CH3:41])=[CH:39][C:38]2=[N:42][C:35]3=[CH:36][N:37]2[C:12]=1[N:13]1[CH2:47][CH2:46][C:16]([CH3:48])([O:17][CH2:18][CH2:19][CH2:20][CH2:21][C@H:22]([CH3:45])[O:23][C:24]2[CH:25]=[CH:26][C:27]([CH3:44])=[CH:28][C:29]=2[C:30]2[CH:43]=[C:34]3[CH:33]=[CH:32][CH:31]=2)[CH2:15][CH2:14]1)[C:7]([O:9]C)=[O:8])([CH3:4])([CH3:3])[CH3:2].C1C(=O)N([Cl:56])C(=O)C1.O.O[Li].O, predict the reaction product. The product is: [C:1]([O:5][C@@H:6]([C:11]1[C:40]([CH3:41])=[CH:39][C:38]2=[N:42][C:35]3=[C:36]([Cl:56])[N:37]2[C:12]=1[N:13]1[CH2:47][CH2:46][C:16]([CH3:48])([O:17][CH2:18][CH2:19][CH2:20][CH2:21][C@H:22]([CH3:45])[O:23][C:24]2[CH:25]=[CH:26][C:27]([CH3:44])=[CH:28][C:29]=2[C:30]2[CH:43]=[C:34]3[CH:33]=[CH:32][CH:31]=2)[CH2:15][CH2:14]1)[C:7]([OH:9])=[O:8])([CH3:4])([CH3:3])[CH3:2]. (7) Given the reactants C([O:8][C:9]1[C:18](=[O:19])[N:17]2[C:12]([C:13]([CH3:21])([CH3:20])[O:14][CH2:15][CH2:16]2)=[N:11][C:10]=1[C:22]([NH:24][CH2:25][C:26]1[S:30][C:29]([CH3:31])=[N:28][CH:27]=1)=[O:23])C1C=CC=CC=1.[H][H], predict the reaction product. The product is: [OH:8][C:9]1[C:18](=[O:19])[N:17]2[C:12]([C:13]([CH3:20])([CH3:21])[O:14][CH2:15][CH2:16]2)=[N:11][C:10]=1[C:22]([NH:24][CH2:25][C:26]1[S:30][C:29]([CH3:31])=[N:28][CH:27]=1)=[O:23]. (8) Given the reactants CN1CCOCC1.[CH3:8][C@H:9]1[C:13](=[O:14])[O:12][C:11](=[O:15])[NH:10]1.[C:16](Cl)(=[O:23])[C:17]1[CH:22]=[CH:21][CH:20]=[CH:19][CH:18]=1, predict the reaction product. The product is: [C:16]([N:10]1[C@@H:9]([CH3:8])[C:13](=[O:14])[O:12][C:11]1=[O:15])(=[O:23])[C:17]1[CH:22]=[CH:21][CH:20]=[CH:19][CH:18]=1. (9) Given the reactants C(N(CC)CC)C.[C:8]([O:12][C:13]([N:15]1[CH2:20][CH2:19][CH2:18][CH:17]([C:21]([OH:23])=O)[CH2:16]1)=[O:14])([CH3:11])([CH3:10])[CH3:9].Cl.[NH2:25][CH2:26][C:27]([C:29]1[CH:34]=[CH:33][C:32]([F:35])=[CH:31][CH:30]=1)=[O:28].C(P1(=O)OP(CCC)(=O)OP(CCC)(=O)O1)CC, predict the reaction product. The product is: [F:35][C:32]1[CH:31]=[CH:30][C:29]([C:27](=[O:28])[CH2:26][NH:25][C:21]([CH:17]2[CH2:18][CH2:19][CH2:20][N:15]([C:13]([O:12][C:8]([CH3:9])([CH3:10])[CH3:11])=[O:14])[CH2:16]2)=[O:23])=[CH:34][CH:33]=1.